This data is from Reaction yield outcomes from USPTO patents with 853,638 reactions. The task is: Predict the reaction yield, written as a fraction of the theoretical maximum amount of product (1.0 means a 100% yield; for example, 0.34 means a 34% yield). (1) The reactants are C(OC(=O)[N:7]([C:14]1[S:18][C:17]([Cl:19])=[N:16][C:15]=1[Cl:20])[C:8](=[O:13])[CH2:9][CH2:10][S:11][CH3:12])(C)(C)C.FC(F)(F)C(O)=O. The catalyst is C(Cl)Cl. The product is [Cl:19][C:17]1[S:18][C:14]([NH:7][C:8](=[O:13])[CH2:9][CH2:10][S:11][CH3:12])=[C:15]([Cl:20])[N:16]=1. The yield is 0.760. (2) The reactants are [CH:1]([NH2:3])=O.[NH2:4][C:5]1[NH:9][N:8]=[C:7]([C:10]2[CH:15]=[CH:14][C:13]([N+:16]([O-:18])=O)=[CH:12][CH:11]=2)[C:6]=1[C:19]#[N:20].[OH2:21]. No catalyst specified. The product is [N+:16]([C:13]1[CH:12]=[CH:11][C:10]([C:7]2[C:6]3[C:5](=[N:4][CH:1]=[N:3][C:19]=3[NH2:20])[NH:9][N:8]=2)=[CH:15][CH:14]=1)([O-:18])=[O:21]. The yield is 0.720. (3) The reactants are I[C:2]1[C:10]2[S:9][C:8]([NH:11][C:12]([C:14]3[S:15][C:16]([CH3:19])=[CH:17][CH:18]=3)=[O:13])=[N:7][C:6]=2[C:5]([O:20][CH3:21])=[CH:4][CH:3]=1.[CH3:22][N:23]([CH3:33])[C:24]1[CH:25]=[C:26](B(O)O)[CH:27]=[CH:28][CH:29]=1. No catalyst specified. The product is [CH3:22][N:23]([CH3:33])[C:24]1[CH:29]=[C:28]([C:2]2[C:10]3[S:9][C:8]([NH:11][C:12]([C:14]4[S:15][C:16]([CH3:19])=[CH:17][CH:18]=4)=[O:13])=[N:7][C:6]=3[C:5]([O:20][CH3:21])=[CH:4][CH:3]=2)[CH:27]=[CH:26][CH:25]=1. The yield is 0.710. (4) The reactants are [C:9](O[C:9]([O:11][C:12]([CH3:15])([CH3:14])[CH3:13])=[O:10])([O:11][C:12]([CH3:15])([CH3:14])[CH3:13])=[O:10].[NH:16]1[CH2:21][CH2:20][O:19][CH2:18][CH:17]1[C:22]([OH:24])=[O:23].C(=O)([O-])[O-].[K+].[K+]. The catalyst is CC(C)=O.O. The product is [C:12]([O:11][C:9]([N:16]1[CH2:21][CH2:20][O:19][CH2:18][CH:17]1[C:22]([OH:24])=[O:23])=[O:10])([CH3:13])([CH3:14])[CH3:15]. The yield is 0.840. (5) The reactants are [P:1]([O:9][CH2:10][C@H:11]1[O:15][C@@H:14]([N:16]2[CH:23]=[CH:22][C:20](=[O:21])[NH:19][C:17]2=[O:18])[C@H:13]([OH:24])[C@@H:12]1[OH:25])([O:4][P:5]([OH:8])([OH:7])=[O:6])(=[O:3])[OH:2].[Cl-].[Mg+2].[Cl-].C(N(CCCC)CCCC)CCC. The catalyst is CN(C)C=O. The product is [CH:22]1[C:20](=[O:21])[NH:19][C:17](=[O:18])[N:16]([C@@H:14]2[O:15][C@H:11]([CH2:10][O:9][P:1]([O:4][P:5]([O:8][P:1]([OH:4])([OH:3])=[O:2])([OH:7])=[O:6])([OH:2])=[O:3])[C@@H:12]([OH:25])[C@H:13]2[OH:24])[CH:23]=1. The yield is 0.505. (6) The reactants are [CH2:1]([C:3]1[CH:4]=[C:5]([NH:9][C:10]([N:12]2[CH2:17][CH2:16][N:15]([C:18]([O:20][C:21]([CH3:24])([CH3:23])[CH3:22])=[O:19])[CH2:14][CH:13]2[CH2:25]O)=[O:11])[CH:6]=[CH:7][CH:8]=1)[CH3:2].C1(P(C2C=CC=CC=2)C2C=CC=CC=2)C=CC=CC=1.N(C(OCC)=O)=NC(OCC)=O.C1(C)C=CC=CC=1.O. The catalyst is CN(C)C=O. The product is [CH2:1]([C:3]1[CH:4]=[C:5]([N:9]2[CH2:25][CH:13]3[CH2:14][N:15]([C:18]([O:20][C:21]([CH3:22])([CH3:23])[CH3:24])=[O:19])[CH2:16][CH2:17][N:12]3[C:10]2=[O:11])[CH:6]=[CH:7][CH:8]=1)[CH3:2]. The yield is 0.551. (7) The reactants are [Cl:1][C:2]1[C:3]2[CH:16]=[CH:15][CH:14]=[CH:13][C:4]=2[S:5][C:6]=1[CH2:7][CH2:8][CH:9]([OH:12])[C:10]#[CH:11].[CH3:17][C:18]([Si:21](Cl)([CH3:23])[CH3:22])([CH3:20])[CH3:19].C(N(CC)CC)C.C(=O)(O)[O-].[Na+]. The catalyst is ClCCl.CN(C1C=CN=CC=1)C. The product is [C:18]([Si:21]([O:12][CH:9]([CH2:8][CH2:7][C:6]1[S:5][C:4]2[CH:13]=[CH:14][CH:15]=[CH:16][C:3]=2[C:2]=1[Cl:1])[C:10]#[CH:11])([CH3:23])[CH3:22])([CH3:20])([CH3:19])[CH3:17]. The yield is 0.730. (8) The reactants are C(O[C:6](=O)[NH:7][C:8]1[CH:13]=[C:12]([F:14])[CH:11]=[CH:10][C:9]=1[NH2:15])(C)(C)C.[CH:17]1([CH:23]=O)[CH2:22][CH2:21][CH2:20][CH2:19][CH2:18]1.Cl[C:26]1[CH:27]=[C:28]([CH2:32][C:33]([OH:35])=O)[CH:29]=[CH:30][CH:31]=1.[CH:36]1([N+:42]#[C-])[CH2:41][CH2:40][CH2:39][CH2:38][CH2:37]1.[ClH:44]. The catalyst is CO.O1CCOCC1. The product is [Cl:44][C:21]1[CH:22]=[C:17]([CH:18]=[CH:19][CH:20]=1)[CH2:23][C:6]1[N:15]([CH:32]([CH:28]2[CH2:27][CH2:26][CH2:31][CH2:30][CH2:29]2)[C:33]([NH:42][CH:36]2[CH2:41][CH2:40][CH2:39][CH2:38][CH2:37]2)=[O:35])[C:9]2[CH:10]=[CH:11][C:12]([F:14])=[CH:13][C:8]=2[N:7]=1. The yield is 0.0300. (9) The reactants are [CH3:1][C:2]([C:4]1[CH:9]=[CH:8][C:7]([Cl:10])=[CH:6][C:5]=1[OH:11])=[O:3].Cl[C:13]1[C:22]2[C:17](=[CH:18][C:19]([O:25][CH3:26])=[C:20]([O:23][CH3:24])[CH:21]=2)[N:16]=[CH:15][CH:14]=1. The catalyst is CN(C)C1C=CN=CC=1.ClC1C=CC=CC=1Cl. The product is [Cl:10][C:7]1[CH:8]=[CH:9][C:4]([C:2](=[O:3])[CH3:1])=[C:5]([O:11][C:13]2[C:22]3[C:17](=[CH:18][C:19]([O:25][CH3:26])=[C:20]([O:23][CH3:24])[CH:21]=3)[N:16]=[CH:15][CH:14]=2)[CH:6]=1. The yield is 0.120.